Dataset: Peptide-MHC class I binding affinity with 185,985 pairs from IEDB/IMGT. Task: Regression. Given a peptide amino acid sequence and an MHC pseudo amino acid sequence, predict their binding affinity value. This is MHC class I binding data. (1) The MHC is HLA-A02:19 with pseudo-sequence HLA-A02:19. The binding affinity (normalized) is 0.349. The peptide sequence is FMYEDALKS. (2) The peptide sequence is ALADRIYSF. The MHC is HLA-B54:01 with pseudo-sequence HLA-B54:01. The binding affinity (normalized) is 0. (3) The peptide sequence is QMREIITGNK. The MHC is HLA-A31:01 with pseudo-sequence HLA-A31:01. The binding affinity (normalized) is 0.300. (4) The peptide sequence is WQFAIHYSF. The MHC is HLA-A26:01 with pseudo-sequence HLA-A26:01. The binding affinity (normalized) is 0.0847. (5) The peptide sequence is CSIENFDPM. The MHC is H-2-Kb with pseudo-sequence H-2-Kb. The binding affinity (normalized) is 0.548.